Dataset: Forward reaction prediction with 1.9M reactions from USPTO patents (1976-2016). Task: Predict the product of the given reaction. (1) Given the reactants C(OC[N:9]1[CH:13]=[C:12]([C:14]2[C:15]([CH3:21])=[N:16][C:17]([Cl:20])=[CH:18][CH:19]=2)[N:11]=[N:10]1)(=O)C(C)(C)C.[OH-].[Na+], predict the reaction product. The product is: [Cl:20][C:17]1[N:16]=[C:15]([CH3:21])[C:14]([C:12]2[N:11]=[N:10][NH:9][CH:13]=2)=[CH:19][CH:18]=1. (2) Given the reactants [NH2:1][C:2]1[CH:3]=[N:4][C:5]2[C:10]([CH:11]=1)=[CH:9][C:8]([O:12][CH3:13])=[C:7]([O:14][CH3:15])[CH:6]=2.[CH3:16][OH:17], predict the reaction product. The product is: [CH3:13][O:12][C:8]1[CH:9]=[C:10]2[C:5](=[CH:6][C:7]=1[O:14][CH3:15])[N:4]=[CH:3][C:2]([NH:1][CH2:9][C:10]([CH3:11])([CH3:5])[CH2:16][OH:17])=[CH:11]2. (3) Given the reactants Cl[C:2]1[C:7]([C:8]([O:10][CH2:11][CH3:12])=[O:9])=[CH:6][N:5]=[C:4](Cl)[C:3]=1[N+:14]([O-:16])=[O:15].CCN(C(C)C)C(C)C.[CH2:26]([N:33]1[CH2:38][CH2:37][C@@H:36]([CH3:39])[C@@H:35]([NH2:40])[CH2:34]1)[C:27]1[CH:32]=[CH:31][CH:30]=[CH:29][CH:28]=1.C(N1CC[C@H](C)[C@H](N)C1)C1C=CC=CC=1.[CH3:56][O:57][C:58]1[CH:59]=[C:60]([CH2:66][NH2:67])[CH:61]=[CH:62][C:63]=1[O:64][CH3:65], predict the reaction product. The product is: [CH2:26]([N:33]1[CH2:38][CH2:37][C@@H:36]([CH3:39])[C@@H:35]([NH:40][C:2]2[C:7]([C:8]([O:10][CH2:11][CH3:12])=[O:9])=[CH:6][N:5]=[C:4]([NH:67][CH2:66][C:60]3[CH:61]=[CH:62][C:63]([O:64][CH3:65])=[C:58]([O:57][CH3:56])[CH:59]=3)[C:3]=2[N+:14]([O-:16])=[O:15])[CH2:34]1)[C:27]1[CH:28]=[CH:29][CH:30]=[CH:31][CH:32]=1. (4) The product is: [F:40][C:41]1[CH:42]=[CH:43][C:44]([C:47]2[CH:51]=[N:50][N:49]([CH2:2][C@H:3]3[N:8]([C:9]([C:11]4[CH:16]=[C:15]([CH3:17])[CH:14]=[CH:13][C:12]=4[N:18]4[N:19]=[CH:20][CH:21]=[N:22]4)=[O:10])[C@@H:7]([CH3:23])[CH2:6][CH2:5][O:4]3)[CH:48]=2)=[N:45][CH:46]=1. Given the reactants O[CH2:2][C@H:3]1[N:8]([C:9]([C:11]2[CH:16]=[C:15]([CH3:17])[CH:14]=[CH:13][C:12]=2[N:18]2[N:22]=[CH:21][CH:20]=[N:19]2)=[O:10])[C@@H:7]([CH3:23])[CH2:6][CH2:5][O:4]1.C(C=P(CCCC)(CCCC)CCCC)#N.[F:40][C:41]1[CH:42]=[CH:43][C:44]([C:47]2[CH:48]=[N:49][NH:50][CH:51]=2)=[N:45][CH:46]=1, predict the reaction product. (5) The product is: [F:22][C:23]([F:39])([F:40])[C:24]1[CH:25]=[C:26]([NH:34][C:35](=[O:38])[CH2:36][N:8]2[C:9](=[O:11])[C:10]3[C:2]([CH3:1])=[C:3]([C:12]([O:14][CH3:15])=[O:13])[S:4][C:5]=3[N:6]=[CH:7]2)[CH:27]=[C:28]([C:30]([F:33])([F:31])[F:32])[CH:29]=1. Given the reactants [CH3:1][C:2]1[C:10]2[C:9](=[O:11])[NH:8][CH:7]=[N:6][C:5]=2[S:4][C:3]=1[C:12]([O:14][CH3:15])=[O:13].C([O-])([O-])=O.[K+].[K+].[F:22][C:23]([F:40])([F:39])[C:24]1[CH:25]=[C:26]([NH:34][C:35](=[O:38])[CH2:36]Cl)[CH:27]=[C:28]([C:30]([F:33])([F:32])[F:31])[CH:29]=1, predict the reaction product. (6) Given the reactants [OH:1][CH2:2][C:3]1[CH:12]=[CH:11][C:10]2[C:9](=[O:13])[N:8]([CH2:14][C:15]3[CH:20]=[CH:19][C:18]([O:21][CH3:22])=[CH:17][CH:16]=3)[CH2:7][CH2:6][C:5]=2[N:4]=1.[F:23][C:24]1[CH:25]=[C:26](O)[CH:27]=[CH:28][CH:29]=1.C1C=CC(P(C2C=CC=CC=2)C2C=CC=CC=2)=CC=1.CC(OC(/N=N/C(OC(C)C)=O)=O)C, predict the reaction product. The product is: [F:23][C:24]1[CH:29]=[C:28]([CH:27]=[CH:26][CH:25]=1)[O:1][CH2:2][C:3]1[CH:12]=[CH:11][C:10]2[C:9](=[O:13])[N:8]([CH2:14][C:15]3[CH:16]=[CH:17][C:18]([O:21][CH3:22])=[CH:19][CH:20]=3)[CH2:7][CH2:6][C:5]=2[N:4]=1. (7) Given the reactants [F:1][C:2]1[CH:8]=[C:7]([CH3:9])[CH:6]=[CH:5][C:3]=1N.N([O-])=O.[Na+].C([O-])(O)=O.[Na+].[C-]#N.[K+].[C:22]([Cu])#[N:23], predict the reaction product. The product is: [F:1][C:2]1[CH:8]=[C:7]([CH3:9])[CH:6]=[CH:5][C:3]=1[C:22]#[N:23].